From a dataset of Catalyst prediction with 721,799 reactions and 888 catalyst types from USPTO. Predict which catalyst facilitates the given reaction. (1) Product: [OH:20][N:19]=[C:2]1[CH2:7][CH2:6][O:5][CH:4]([C:8]2[CH:17]=[CH:16][CH:15]=[CH:14][C:9]=2[C:10]([O:12][CH3:13])=[O:11])[CH2:3]1. The catalyst class is: 5. Reactant: O=[C:2]1[CH2:7][CH2:6][O:5][CH:4]([C:8]2[CH:17]=[CH:16][CH:15]=[CH:14][C:9]=2[C:10]([O:12][CH3:13])=[O:11])[CH2:3]1.Cl.[NH2:19][OH:20].C([O-])(=O)C.[Na+]. (2) Reactant: [C:1]([C:3]1[S:4][C:5]2[CH:11]=[C:10]([O:12][CH2:13][C:14]3[CH:19]=[CH:18][CH:17]=[C:16]([CH2:20]Br)[CH:15]=3)[CH:9]=[CH:8][C:6]=2[N:7]=1)#[N:2].[C:22]1([N:28]2[CH2:33][CH2:32][NH:31][CH2:30][CH2:29]2)[CH:27]=[CH:26][CH:25]=[CH:24][CH:23]=1.C(=O)(O)[O-].[Na+]. Product: [C:1]([C:3]1[S:4][C:5]2[CH:11]=[C:10]([O:12][CH2:13][C:14]3[CH:19]=[CH:18][CH:17]=[C:16]([CH2:20][N:31]4[CH2:32][CH2:33][N:28]([C:22]5[CH:27]=[CH:26][CH:25]=[CH:24][CH:23]=5)[CH2:29][CH2:30]4)[CH:15]=3)[CH:9]=[CH:8][C:6]=2[N:7]=1)#[N:2]. The catalyst class is: 4. (3) Reactant: [Cl-].[Li+].[CH3:3][O:4][C:5]([CH2:7]P(OC)(OC)=O)=[O:6].N12CCCN=C1CCCCC2.[CH3:25][C:26]([C:28]1[CH:33]=[CH:32][CH:31]=[C:30]([O:34][CH2:35][C:36]2[CH:41]=[CH:40][CH:39]=[CH:38][CH:37]=2)[CH:29]=1)=O. Product: [C:36]1([CH2:35][O:34][C:30]2[CH:29]=[C:28](/[C:26](/[CH3:25])=[CH:7]/[C:5]([O:4][CH3:3])=[O:6])[CH:33]=[CH:32][CH:31]=2)[CH:37]=[CH:38][CH:39]=[CH:40][CH:41]=1. The catalyst class is: 210. (4) The catalyst class is: 9. Reactant: [CH3:1][S:2][CH:3]([C:7]1[CH:12]=[C:11]([CH:13]=[O:14])[CH:10]=[CH:9][C:8]=1[O:15][CH3:16])[C:4]([OH:6])=[O:5].C(=O)([O-])[O-].[K+].[K+].[CH2:23](Br)[C:24]1[CH:29]=[CH:28][CH:27]=[CH:26][CH:25]=1. Product: [CH3:1][S:2][CH:3]([C:7]1[CH:12]=[C:11]([CH:13]=[O:14])[CH:10]=[CH:9][C:8]=1[O:15][CH3:16])[C:4]([O:6][CH2:23][C:24]1[CH:29]=[CH:28][CH:27]=[CH:26][CH:25]=1)=[O:5]. (5) Reactant: [CH3:1][C:2]1([CH3:27])[CH2:7][CH2:6][CH:5]([C:8]2[S:26][C:11]3[N:12]=[C:13]([CH3:25])[N:14]=[C:15]([CH2:16][N:17]4[CH2:22][CH2:21][NH:20][CH2:19][C:18]4([CH3:24])[CH3:23])[C:10]=3[CH:9]=2)[CH2:4][CH2:3]1.[C:28](O)(=[O:31])[CH2:29][OH:30].CN(C(ON1N=NC2C=CC=NC1=2)=[N+](C)C)C.F[P-](F)(F)(F)(F)F.CCN(C(C)C)C(C)C.[NH4+].[Cl-]. Product: [CH3:1][C:2]1([CH3:27])[CH2:7][CH2:6][CH:5]([C:8]2[S:26][C:11]3[N:12]=[C:13]([CH3:25])[N:14]=[C:15]([CH2:16][N:17]4[CH2:22][CH2:21][N:20]([C:29](=[O:30])[CH2:28][OH:31])[CH2:19][C:18]4([CH3:23])[CH3:24])[C:10]=3[CH:9]=2)[CH2:4][CH2:3]1. The catalyst class is: 37. (6) Reactant: C([O:8][C:9]1[C:14]([C:15]2[CH:20]=[CH:19][C:18]([CH3:21])=[CH:17][CH:16]=2)=[CH:13][C:12]([C:22]([O:24][CH3:25])=[O:23])=[CH:11][C:10]=1[C:26]([CH3:29])([CH3:28])[CH3:27])C1C=CC=CC=1.C[Si](I)(C)C. Product: [C:26]([C:10]1[CH:11]=[C:12]([C:22]([O:24][CH3:25])=[O:23])[CH:13]=[C:14]([C:15]2[CH:20]=[CH:19][C:18]([CH3:21])=[CH:17][CH:16]=2)[C:9]=1[OH:8])([CH3:29])([CH3:27])[CH3:28]. The catalyst class is: 10. (7) The catalyst class is: 2. Reactant: [CH3:1][O:2][C:3]1[CH:4]=[C:5]([C:11]2[CH:15]=[C:14]([CH:16](C)[CH2:17][CH:18]=O)[O:13][N:12]=2)[CH:6]=[CH:7][C:8]=1[O:9][CH3:10].[CH2:21]([N:28]1[CH2:33][CH2:32][NH:31][CH2:30][CH2:29]1)[C:22]1[CH:27]=[CH:26][CH:25]=[CH:24][CH:23]=1.[BH-](OC(C)=O)(OC(C)=O)O[C:36](C)=O.[Na+].C(O)(=O)C. Product: [CH3:10][O:9][C:8]1[CH:7]=[CH:6][C:5]([C:11]2[CH:15]=[C:14]([CH2:16][CH2:17][CH2:18][CH2:36][N:31]3[CH2:32][CH2:33][N:28]([CH2:21][C:22]4[CH:23]=[CH:24][CH:25]=[CH:26][CH:27]=4)[CH2:29][CH2:30]3)[O:13][N:12]=2)=[CH:4][C:3]=1[O:2][CH3:1]. (8) Reactant: O1CCOCC1.Cl[C:8]1[N:16]=[C:15]2[C:11]([N:12]=[CH:13][N:14]2[CH2:17][CH:18]([CH3:20])[CH3:19])=[C:10]([N:21]2[CH2:26][CH2:25][O:24][CH2:23][C@@H:22]2[CH3:27])[N:9]=1.CC1(C)C(C)(C)OB([C:36]2[CH:37]=[N:38][C:39]([NH2:42])=[N:40][CH:41]=2)O1.C(=O)([O-])[O-].[Na+].[Na+]. Product: [CH2:17]([N:14]1[CH:13]=[N:12][C:11]2[C:15]1=[N:16][C:8]([C:36]1[CH:37]=[N:38][C:39]([NH2:42])=[N:40][CH:41]=1)=[N:9][C:10]=2[N:21]1[CH2:26][CH2:25][O:24][CH2:23][C@@H:22]1[CH3:27])[CH:18]([CH3:20])[CH3:19]. The catalyst class is: 6.